This data is from NCI-60 drug combinations with 297,098 pairs across 59 cell lines. The task is: Regression. Given two drug SMILES strings and cell line genomic features, predict the synergy score measuring deviation from expected non-interaction effect. (1) Drug 1: C1=CC(=CC=C1CCC2=CNC3=C2C(=O)NC(=N3)N)C(=O)NC(CCC(=O)O)C(=O)O. Drug 2: CN(C)N=NC1=C(NC=N1)C(=O)N. Cell line: 786-0. Synergy scores: CSS=13.4, Synergy_ZIP=-10.7, Synergy_Bliss=-4.80, Synergy_Loewe=-20.7, Synergy_HSA=-4.31. (2) Drug 1: CC=C1C(=O)NC(C(=O)OC2CC(=O)NC(C(=O)NC(CSSCCC=C2)C(=O)N1)C(C)C)C(C)C. Drug 2: CNC(=O)C1=NC=CC(=C1)OC2=CC=C(C=C2)NC(=O)NC3=CC(=C(C=C3)Cl)C(F)(F)F. Cell line: MOLT-4. Synergy scores: CSS=60.7, Synergy_ZIP=1.83, Synergy_Bliss=3.87, Synergy_Loewe=-64.6, Synergy_HSA=-0.772. (3) Drug 1: C1=NC2=C(N1)C(=S)N=CN2. Drug 2: CC12CCC3C(C1CCC2OP(=O)(O)O)CCC4=C3C=CC(=C4)OC(=O)N(CCCl)CCCl.[Na+]. Cell line: A549. Synergy scores: CSS=19.8, Synergy_ZIP=-10.9, Synergy_Bliss=-5.80, Synergy_Loewe=-5.87, Synergy_HSA=-2.82. (4) Drug 1: CN1CCC(CC1)COC2=C(C=C3C(=C2)N=CN=C3NC4=C(C=C(C=C4)Br)F)OC. Drug 2: CCC1(CC2CC(C3=C(CCN(C2)C1)C4=CC=CC=C4N3)(C5=C(C=C6C(=C5)C78CCN9C7C(C=CC9)(C(C(C8N6C)(C(=O)OC)O)OC(=O)C)CC)OC)C(=O)OC)O.OS(=O)(=O)O. Cell line: OVCAR3. Synergy scores: CSS=73.1, Synergy_ZIP=10.6, Synergy_Bliss=10.8, Synergy_Loewe=-0.0675, Synergy_HSA=13.3.